Dataset: Full USPTO retrosynthesis dataset with 1.9M reactions from patents (1976-2016). Task: Predict the reactants needed to synthesize the given product. (1) Given the product [ClH:20].[OH:1][CH:2]1[CH2:3][CH2:4][N:5]([CH:8]([C:14]2[CH:19]=[CH:18][CH:17]=[CH:16][CH:15]=2)[C:9]([OH:11])=[O:10])[CH2:6][CH2:7]1, predict the reactants needed to synthesize it. The reactants are: [OH:1][CH:2]1[CH2:7][CH2:6][N:5]([CH:8]([C:14]2[CH:19]=[CH:18][CH:17]=[CH:16][CH:15]=2)[C:9]([O:11]CC)=[O:10])[CH2:4][CH2:3]1.[ClH:20]. (2) The reactants are: Cl.[Br:2][C:3]1[CH:22]=[CH:21][C:6]([O:7][C:8]([F:20])([F:19])[CH:9]2[CH2:18][CH2:17][C:12]3(OCC[O:13]3)[CH2:11][CH2:10]2)=[CH:5][CH:4]=1. Given the product [Br:2][C:3]1[CH:22]=[CH:21][C:6]([O:7][C:8]([F:19])([F:20])[CH:9]2[CH2:10][CH2:11][C:12](=[O:13])[CH2:17][CH2:18]2)=[CH:5][CH:4]=1, predict the reactants needed to synthesize it.